This data is from Catalyst prediction with 721,799 reactions and 888 catalyst types from USPTO. The task is: Predict which catalyst facilitates the given reaction. (1) Reactant: [NH2:1][C:2]1[N:7]=[CH:6][N:5]=[C:4]2[N:8]([CH2:25][C@@H:26]3[CH2:30][C:29]([F:32])([F:31])[CH2:28][N:27]3[C:33](=[O:37])[CH2:34][C:35]#[N:36])[N:9]=[C:10]([C:11]3[CH:16]=[CH:15][C:14]([O:17][C:18]4[CH:23]=[CH:22][CH:21]=[CH:20][CH:19]=4)=[CH:13][C:12]=3[F:24])[C:3]=12.[CH:38]1([CH:41]=O)[CH2:40][CH2:39]1.N1CCCCC1. Product: [NH2:1][C:2]1[N:7]=[CH:6][N:5]=[C:4]2[N:8]([CH2:25][C@@H:26]3[CH2:30][C:29]([F:31])([F:32])[CH2:28][N:27]3[C:33]([C:34](=[CH:41][CH:38]3[CH2:40][CH2:39]3)[C:35]#[N:36])=[O:37])[N:9]=[C:10]([C:11]3[CH:16]=[CH:15][C:14]([O:17][C:18]4[CH:23]=[CH:22][CH:21]=[CH:20][CH:19]=4)=[CH:13][C:12]=3[F:24])[C:3]=12. The catalyst class is: 8. (2) Reactant: [CH3:1][N:2]([CH3:13])[C:3]1[N:12]=[C:6]2[CH:7]=[C:8]([NH2:11])[CH:9]=[CH:10][N:5]2[N:4]=1.[CH2:14]([O:16][C:17]([C:19]1[CH:20]=[N:21][N:22]([CH3:27])[C:23]=1[C:24](O)=[O:25])=[O:18])[CH3:15].CCCP(=O)=O.C(N(C(C)C)CC)(C)C. Product: [CH3:1][N:2]([CH3:13])[C:3]1[N:12]=[C:6]2[CH:7]=[C:8]([NH:11][C:24]([C:23]3[N:22]([CH3:27])[N:21]=[CH:20][C:19]=3[C:17]([O:16][CH2:14][CH3:15])=[O:18])=[O:25])[CH:9]=[CH:10][N:5]2[N:4]=1. The catalyst class is: 7. (3) Reactant: C(O[C:6](=O)[N:7]([C@@H:9]([CH3:46])[C:10]([NH:12][C@@H:13]([CH:40]1[CH2:45][CH2:44][CH2:43][CH2:42][CH2:41]1)[C:14]([N:16]1[C@H:21]([C:22](=[O:36])[NH:23][C@H:24]2[C:33]3[C:28](=[CH:29][C:30]([F:35])=[CH:31][C:32]=3[F:34])[O:27][CH2:26][CH2:25]2)[CH2:20][N:19]2[CH2:37][CH2:38][CH2:39][C@@H:18]2[CH2:17]1)=[O:15])=[O:11])C)(C)(C)C.C(OCC)(=O)C.[ClH:54]. Product: [ClH:54].[ClH:54].[CH:40]1([C@H:13]([NH:12][C:10](=[O:11])[C@H:9]([CH3:46])[NH:7][CH3:6])[C:14]([N:16]2[C@H:21]([C:22]([NH:23][C@H:24]3[C:33]4[C:28](=[CH:29][C:30]([F:35])=[CH:31][C:32]=4[F:34])[O:27][CH2:26][CH2:25]3)=[O:36])[CH2:20][N:19]3[CH2:37][CH2:38][CH2:39][C@@H:18]3[CH2:17]2)=[O:15])[CH2:45][CH2:44][CH2:43][CH2:42][CH2:41]1. The catalyst class is: 13. (4) Reactant: [Cl:1][C:2]1[CH:7]=[CH:6][C:5]([C:8]2[N:13]=[C:12]([C:14]([O:16][CH3:17])=[O:15])[CH:11]=[CH:10][C:9]=2[C:18]2[CH:23]=[CH:22][CH:21]=[CH:20][C:19]=2[CH3:24])=[CH:4][C:3]=1[OH:25].C(=O)([O-])[O-].[Cs+].[Cs+].Cl.Cl[CH2:34][CH2:35][CH2:36][N:37]([CH3:39])[CH3:38]. Product: [Cl:1][C:2]1[CH:7]=[CH:6][C:5]([C:8]2[N:13]=[C:12]([C:14]([O:16][CH3:17])=[O:15])[CH:11]=[CH:10][C:9]=2[C:18]2[CH:23]=[CH:22][CH:21]=[CH:20][C:19]=2[CH3:24])=[CH:4][C:3]=1[O:25][CH2:34][CH2:35][CH2:36][N:37]([CH3:39])[CH3:38]. The catalyst class is: 3. (5) Reactant: [N:1]([CH2:4][C@@H:5]1[O:9][C:8](=[O:10])[N:7]([C:11]2[CH:12]=[CH:13][C:14]3[CH2:20][CH2:19][CH2:18][C:17](=[O:21])[CH2:16][C:15]=3[CH:22]=2)[CH2:6]1)=[N+]=[N-]. Product: [NH2:1][CH2:4][C@@H:5]1[O:9][C:8](=[O:10])[N:7]([C:11]2[CH:12]=[CH:13][C:14]3[CH2:20][CH2:19][CH2:18][C:17](=[O:21])[CH2:16][C:15]=3[CH:22]=2)[CH2:6]1. The catalyst class is: 19. (6) Reactant: [CH3:1][O:2][C:3]([C:5]1[CH:10]=[CH:9][CH:8]=[C:7]([C:11]2[CH:12]=[N:13][NH:14][CH:15]=2)[N:6]=1)=[O:4].Br[CH2:17][CH2:18][CH2:19][Cl:20].C([O-])([O-])=O.[Cs+].[Cs+]. Product: [CH3:1][O:2][C:3]([C:5]1[CH:10]=[CH:9][CH:8]=[C:7]([C:11]2[CH:15]=[N:14][N:13]([CH2:17][CH2:18][CH2:19][Cl:20])[CH:12]=2)[N:6]=1)=[O:4]. The catalyst class is: 6. (7) Reactant: [OH:1][CH:2]1[CH2:23][CH2:22][C:5]2([C:9](=[O:10])[N:8]([C:11]3[CH:16]=[CH:15][C:14]([O:17][C:18]([F:21])([F:20])[F:19])=[CH:13][CH:12]=3)[CH2:7][CH2:6]2)[CH2:4][CH:3]1[O:24][CH2:25][C:26]([F:29])([F:28])[F:27].C(O)(C)C. Product: [OH:1][C@@H:2]1[CH2:23][CH2:22][C@:5]2([C:9](=[O:10])[N:8]([C:11]3[CH:16]=[CH:15][C:14]([O:17][C:18]([F:19])([F:20])[F:21])=[CH:13][CH:12]=3)[CH2:7][CH2:6]2)[CH2:4][C@H:3]1[O:24][CH2:25][C:26]([F:29])([F:27])[F:28]. The catalyst class is: 194.